From a dataset of Catalyst prediction with 721,799 reactions and 888 catalyst types from USPTO. Predict which catalyst facilitates the given reaction. (1) Reactant: C(O[C:6]([N:8]1[C:21]2[C:13](=[CH:14][C:15]3[O:16][C:17]([F:23])([F:22])[O:18][C:19]=3[CH:20]=2)[C@@H:12]([N:24](C(=O)C)[CH2:25][C:26]2[CH:31]=[C:30]([C:32]([F:35])([F:34])[F:33])[CH:29]=C(C(F)(F)F)[CH:27]=2)[CH2:11][CH2:10][CH2:9]1)=O)(C)(C)C.[F:43][C:44]([F:49])([F:48])[C:45](O)=O.[C:50](O)(=O)[CH3:51].C(O[BH-](O[C:64](=O)[CH3:65])OC(=O)C)(=O)C.[Na+].[CH2:68](Cl)Cl. Product: [F:43][C:44]([F:49])([F:48])[C:45]1[CH:27]=[C:26]([CH:31]=[C:30]([C:32]([F:35])([F:33])[F:34])[CH:29]=1)[CH2:25][NH:24][C@@H:12]1[C:13]2=[CH:14][C:15]3[O:16][C:17]([F:23])([F:22])[O:18][C:19]=3[CH:20]=[C:21]2[N:8]([CH2:6][CH:51]2[CH2:50][CH2:65][CH2:64][CH2:68]2)[CH2:9][CH2:10][CH2:11]1. The catalyst class is: 68. (2) Reactant: [NH2:1][CH2:2][C:3]([NH2:6])([CH3:5])[CH3:4].[C:7](=O)([O:13]C1C=CC=CC=1)[O:8][C:9]([CH3:12])([CH3:11])[CH3:10]. Product: [NH2:6][C:3]([CH3:5])([CH3:4])[CH2:2][NH:1][C:7](=[O:13])[O:8][C:9]([CH3:12])([CH3:11])[CH3:10]. The catalyst class is: 8. (3) Reactant: [Br:1][CH:2]([CH3:6])[C:3](Br)=[O:4].[NH2:7][C:8]1[C:9]([Cl:15])=[N:10][C:11]([Cl:14])=[CH:12][CH:13]=1.O. Product: [Br:1][CH:2]([CH3:6])[C:3]([NH:7][C:8]1[C:9]([Cl:15])=[N:10][C:11]([Cl:14])=[CH:12][CH:13]=1)=[O:4]. The catalyst class is: 859. (4) Reactant: [CH3:1][O:2][C:3]1[CH:8]=[CH:7][CH:6]=[CH:5][C:4]=1[CH:9]([CH3:13])[C:10](O)=[O:11].[H-].[Al+3].[Li+].[H-].[H-].[H-].[OH-].[Na+].[O-]S([O-])(=O)=O.[Mg+2]. Product: [CH3:1][O:2][C:3]1[CH:8]=[CH:7][CH:6]=[CH:5][C:4]=1[CH:9]([CH3:13])[CH2:10][OH:11]. The catalyst class is: 20. (5) The catalyst class is: 565. Product: [Br:1][C:2]1[C:7]2[N:8]=[C:9]([NH:11][C:12](=[O:15])[O:13][CH3:14])[S:10][C:6]=2[CH:5]=[C:4]([O:16][C:17]2[CH:22]=[CH:21][C:20]([NH2:23])=[CH:19][CH:18]=2)[CH:3]=1. Reactant: [Br:1][C:2]1[C:7]2[N:8]=[C:9]([NH:11][C:12](=[O:15])[O:13][CH3:14])[S:10][C:6]=2[CH:5]=[C:4]([O:16][C:17]2[CH:22]=[CH:21][C:20]([N+:23]([O-])=O)=[CH:19][CH:18]=2)[CH:3]=1. (6) Reactant: C([O:8][C:9]1[CH:14]=[CH:13][C:12]([C:15]([CH3:18])([CH3:17])[CH3:16])=[CH:11][C:10]=1[C:19]([CH3:23])([CH3:22])[CH2:20][OH:21])C1C=CC=CC=1. Product: [OH:8][C:9]1[CH:14]=[CH:13][C:12]([C:15]([CH3:18])([CH3:16])[CH3:17])=[CH:11][C:10]=1[C:19]([CH3:23])([CH3:22])[CH2:20][OH:21]. The catalyst class is: 105. (7) Reactant: [NH2:1][C:2]1[N:3]([CH3:24])[C:4](=[O:23])[C:5]2([C:15]3[C:10](=[CH:11][CH:12]=[C:13](Br)[CH:14]=3)[O:9][CH:8]([C:17]3[CH:22]=[CH:21][CH:20]=[CH:19][CH:18]=3)[CH2:7]2)[N:6]=1.[N:25]1([C:30]([C:32]2[CH:33]=[C:34](B(O)O)[CH:35]=[CH:36][CH:37]=2)=[O:31])[CH2:29][CH2:28][CH2:27][CH2:26]1. Product: [NH2:1][C:2]1[N:3]([CH3:24])[C:4](=[O:23])[C:5]2([C:15]3[C:10](=[CH:11][CH:12]=[C:13]([C:36]4[CH:35]=[CH:34][CH:33]=[C:32]([C:30]([N:25]5[CH2:26][CH2:27][CH2:28][CH2:29]5)=[O:31])[CH:37]=4)[CH:14]=3)[O:9][CH:8]([C:17]3[CH:22]=[CH:21][CH:20]=[CH:19][CH:18]=3)[CH2:7]2)[N:6]=1. The catalyst class is: 806. (8) Reactant: C(N(C(C)C)C(C)C)C.Cl[C:11]1[C:12]2[C:19]([Cl:20])=[CH:18][NH:17][C:13]=2[N:14]=[CH:15][N:16]=1.C1(C(C2C=CC=CC=2)=[N:28][CH2:29][C:30]2([C:36]3[CH:41]=[CH:40][CH:39]=[C:38]([C:42]4[CH:43]=[N:44][N:45]([CH3:47])[CH:46]=4)[CH:37]=3)[CH2:35][CH2:34][NH:33][CH2:32][CH2:31]2)C=CC=CC=1.Cl.C(O)(C)C. Product: [Cl:20][C:19]1[C:12]2[C:11]([N:33]3[CH2:32][CH2:31][C:30]([CH2:29][NH2:28])([C:36]4[CH:41]=[CH:40][CH:39]=[C:38]([C:42]5[CH:43]=[N:44][N:45]([CH3:47])[CH:46]=5)[CH:37]=4)[CH2:35][CH2:34]3)=[N:16][CH:15]=[N:14][C:13]=2[NH:17][CH:18]=1. The catalyst class is: 729. (9) Reactant: [C:1]([C:5]1[CH:25]=[CH:24][CH:23]=[CH:22][C:6]=1[O:7][CH2:8][CH:9]1[CH2:12][N:11]([C:13](=[O:21])[CH2:14][S:15][C:16]2[N:20]=[CH:19][NH:18][N:17]=2)[CH2:10]1)([CH3:4])([CH3:3])[CH3:2].ClC1C=CC=C(C(OO)=[O:34])C=1.S(=O)(O)[O-].[Na+]. Product: [C:1]([C:5]1[CH:25]=[CH:24][CH:23]=[CH:22][C:6]=1[O:7][CH2:8][CH:9]1[CH2:12][N:11]([C:13](=[O:21])[CH2:14][S:15]([C:16]2[N:20]=[CH:19][NH:18][N:17]=2)=[O:34])[CH2:10]1)([CH3:4])([CH3:2])[CH3:3]. The catalyst class is: 13. (10) Reactant: Cl[C:2]1[CH:7]=[C:6]([CH2:8][N:9]2[C:13]([CH3:15])([CH3:14])[C:12](=[O:16])[N:11]([C:17]3[CH:22]=[CH:21][C:20]([S:23][C:24]([F:27])([F:26])[F:25])=[CH:19][CH:18]=3)[C:10]2=[O:28])[CH:5]=[CH:4][N:3]=1.[Cl:29][C:30]1[CH:36]=[CH:35][C:34]([Cl:37])=[CH:33][C:31]=1[NH2:32].CC1(C)C2C=CC=C(P(C3C=CC=CC=3)C3C=CC=CC=3)C=2OC2C1=CC=CC=2P(C1C=CC=CC=1)C1C=CC=CC=1.C(=O)([O-])[O-].[Cs+].[Cs+]. Product: [Cl:29][C:30]1[CH:36]=[CH:35][C:34]([Cl:37])=[CH:33][C:31]=1[NH:32][C:2]1[CH:7]=[C:6]([CH2:8][N:9]2[C:13]([CH3:15])([CH3:14])[C:12](=[O:16])[N:11]([C:17]3[CH:22]=[CH:21][C:20]([S:23][C:24]([F:27])([F:26])[F:25])=[CH:19][CH:18]=3)[C:10]2=[O:28])[CH:5]=[CH:4][N:3]=1. The catalyst class is: 487.